Task: Predict the reaction yield, written as a fraction of the theoretical maximum amount of product (1.0 means a 100% yield; for example, 0.34 means a 34% yield).. Dataset: Reaction yield outcomes from USPTO patents with 853,638 reactions The reactants are [NH2:1][C:2]1[CH:9]=[CH:8][CH:7]=[C:6]([O:10][C@@H:11]2[CH2:15][CH2:14][CH2:13][C@H:12]2[CH3:16])[C:3]=1[C:4]#[N:5].[S:17](Cl)(=[O:20])(=[O:19])[NH2:18].C(O)C.[OH-].[Na+]. The catalyst is CC(N(C)C)=O.C(OCC)(=O)C. The product is [NH2:5][C:4]1[C:3]2[C:6]([O:10][C@@H:11]3[CH2:15][CH2:14][CH2:13][C@H:12]3[CH3:16])=[CH:7][CH:8]=[CH:9][C:2]=2[NH:1][S:17](=[O:20])(=[O:19])[N:18]=1. The yield is 0.780.